This data is from Full USPTO retrosynthesis dataset with 1.9M reactions from patents (1976-2016). The task is: Predict the reactants needed to synthesize the given product. Given the product [CH2:1]([O:3][C:4]1[C:11]([C:12]2[S:13][CH:14]=[CH:15][CH:16]=2)=[CH:10][C:7](/[CH:8]=[CH:20]/[C:19]([C:22]2[CH:30]=[CH:29][C:25]([C:26]([OH:28])=[O:27])=[CH:24][CH:23]=2)=[O:21])=[C:6]([O:17][CH3:18])[CH:5]=1)[CH3:2], predict the reactants needed to synthesize it. The reactants are: [CH2:1]([O:3][C:4]1[C:11]([C:12]2[S:13][CH:14]=[CH:15][CH:16]=2)=[CH:10][C:7]([CH:8]=O)=[C:6]([O:17][CH3:18])[CH:5]=1)[CH3:2].[C:19]([C:22]1[CH:30]=[CH:29][C:25]([C:26]([OH:28])=[O:27])=[CH:24][CH:23]=1)(=[O:21])[CH3:20].